This data is from Reaction yield outcomes from USPTO patents with 853,638 reactions. The task is: Predict the reaction yield, written as a fraction of the theoretical maximum amount of product (1.0 means a 100% yield; for example, 0.34 means a 34% yield). (1) The reactants are CNCCNC.C(N(C(C)C)CC)(C)C.[Na+].[C:17]1([S:23]([O-:25])=[O:24])[CH:22]=[CH:21][CH:20]=[CH:19][CH:18]=1.[F:26][C:27]1[CH:28]=[CH:29][CH:30]=[C:31]2[C:36]=1[N:35]=[CH:34][C:33](I)=[CH:32]2. The catalyst is [Cu](I)I.O.CS(C)=O. The product is [F:26][C:27]1[CH:28]=[CH:29][CH:30]=[C:31]2[C:36]=1[N:35]=[CH:34][C:33]([S:23]([C:17]1[CH:22]=[CH:21][CH:20]=[CH:19][CH:18]=1)(=[O:25])=[O:24])=[CH:32]2. The yield is 0.760. (2) The reactants are [Cl:1][CH:2]([C:18]1[CH:23]=[CH:22][CH:21]=[CH:20][CH:19]=1)[C:3]([N:5]1[CH2:14][C:13]2[CH:12]=[N:11][C:10]3[NH:15][N:16]=[CH:17][C:9]=3[C:8]=2[CH2:7][CH2:6]1)=[O:4].[Br:24]N1C(=O)CCC1=O. The catalyst is ClCCl. The product is [Br:24][C:17]1[C:9]2[C:8]3[CH2:7][CH2:6][N:5]([C:3](=[O:4])[CH:2]([Cl:1])[C:18]4[CH:23]=[CH:22][CH:21]=[CH:20][CH:19]=4)[CH2:14][C:13]=3[CH:12]=[N:11][C:10]=2[NH:15][N:16]=1. The yield is 0.900. (3) The reactants are [C:1]([O:5][C:6]([N:8]1[CH2:12][CH2:11][C@@H:10]([N:13]2[C:17]3[N:18]=[CH:19][N:20]=[C:21]([NH2:22])[C:16]=3[C:15]([C:23]3[CH:28]=[CH:27][C:26]([O:29][C:30]4[CH:35]=[CH:34][CH:33]=[CH:32][CH:31]=4)=[CH:25][CH:24]=3)=[CH:14]2)[CH2:9]1)=[O:7])([CH3:4])([CH3:3])[CH3:2].C1C(=O)N([Br:43])C(=O)C1. The catalyst is C(Cl)Cl. The product is [NH2:22][C:21]1[C:16]2[C:15]([C:23]3[CH:24]=[CH:25][C:26]([O:29][C:30]4[CH:35]=[CH:34][CH:33]=[CH:32][CH:31]=4)=[CH:27][CH:28]=3)=[C:14]([Br:43])[N:13]([C@@H:10]3[CH2:11][CH2:12][N:8]([C:6]([O:5][C:1]([CH3:4])([CH3:2])[CH3:3])=[O:7])[CH2:9]3)[C:17]=2[N:18]=[CH:19][N:20]=1. The yield is 0.980. (4) The reactants are C([O:5][C:6](=[O:19])[CH2:7][NH:8][C:9]([C:11]1[C:16]([OH:17])=[CH:15][C:14]([OH:18])=[CH:13][N:12]=1)=[O:10])(C)(C)C.FC(F)(F)C(O)=O. The catalyst is C(Cl)Cl. The product is [OH:17][C:16]1[C:11]([C:9]([NH:8][CH2:7][C:6]([OH:19])=[O:5])=[O:10])=[N:12][CH:13]=[C:14]([OH:18])[CH:15]=1. The yield is 0.890. (5) The reactants are [O:1]=[C:2]1[CH:7]([N:8]2[CH2:12][CH2:11][O:10][C:9]2=[O:13])[CH2:6][CH2:5][N:4](C(OC(C)(C)C)=O)[CH2:3]1.[C:21]([OH:27])([C:23]([F:26])([F:25])[F:24])=[O:22]. The catalyst is C(Cl)Cl. The product is [OH:27][C:21]([C:23]([F:26])([F:25])[F:24])=[O:22].[O:13]=[C:9]1[N:8]([CH:7]2[CH2:6][CH2:5][NH:4][CH2:3][C:2]2=[O:1])[CH2:12][CH2:11][O:10]1. The yield is 1.00.